Dataset: Catalyst prediction with 721,799 reactions and 888 catalyst types from USPTO. Task: Predict which catalyst facilitates the given reaction. Reactant: [O:1]=[C:2]1[CH2:11][CH2:10][C:9]2[C:4](=[CH:5][CH:6]=[C:7]([C:12]([NH2:14])=[O:13])[CH:8]=2)[N:3]1[CH2:15][CH:16]=O.[F:18][C:19]1[CH:27]=[C:26]2[C:22]([C:23](N3CCCCC3)=[CH:24][NH:25]2)=[CH:21][CH:20]=1.[BH4-].[Na+].C(=O)(O)[O-].[Na+]. Product: [F:18][C:19]1[CH:27]=[C:26]2[C:22]([C:23]([C:10]3[CH2:9][CH2:4][N:3]([CH2:16][CH2:15][N:3]4[C:4]5[C:9](=[CH:8][C:7]([C:12]([NH2:14])=[O:13])=[CH:6][CH:5]=5)[CH2:10][CH2:11][C:2]4=[O:1])[CH2:2][CH:11]=3)=[CH:24][NH:25]2)=[CH:21][CH:20]=1. The catalyst class is: 130.